Dataset: Forward reaction prediction with 1.9M reactions from USPTO patents (1976-2016). Task: Predict the product of the given reaction. (1) Given the reactants [NH2:1][C:2]1[CH:10]=[C:9]([O:11][CH3:12])[C:8]([O:13][CH3:14])=[CH:7][C:3]=1[C:4](O)=[O:5].C(O)(=O)C.[CH:19](N)=[NH:20].[OH-].[Na+], predict the reaction product. The product is: [CH3:14][O:13][C:8]1[CH:7]=[C:3]2[C:2](=[CH:10][C:9]=1[O:11][CH3:12])[N:1]=[CH:19][NH:20][C:4]2=[O:5]. (2) Given the reactants [CH:1]1([N:4]([CH3:20])[C:5]2[C:6](=[O:19])[NH:7][C:8]3[C:13]([N:14]=2)=[CH:12][C:11]([C:15]([O:17][CH3:18])=[O:16])=[CH:10][CH:9]=3)[CH2:3][CH2:2]1.N1C=CC=CC=1.[O:27](S(C(F)(F)F)(=O)=O)[S:28]([C:31]([F:34])([F:33])[F:32])(=O)=[O:29], predict the reaction product. The product is: [CH:1]1([N:4]([CH3:20])[C:5]2[C:6]([O:19][S:28]([C:31]([F:34])([F:33])[F:32])(=[O:29])=[O:27])=[N:7][C:8]3[C:13]([N:14]=2)=[CH:12][C:11]([C:15]([O:17][CH3:18])=[O:16])=[CH:10][CH:9]=3)[CH2:2][CH2:3]1. (3) Given the reactants [CH2:1]([O:5][C:6]1[CH:11]=[CH:10][C:9]([S:12]([C:15]2([C:32]([OH:34])=O)[CH2:20][CH2:19][N:18]([C:21]([C:23]3([CH3:31])[CH2:28][O:27][C:26]([CH3:30])([CH3:29])[O:25][CH2:24]3)=[O:22])[CH2:17][CH2:16]2)(=[O:14])=[O:13])=[CH:8][CH:7]=1)[C:2]#[C:3][CH3:4].[OH:35][N:36]1C2C=CC=CC=2N=N1.Cl.CN(C)CCCN=C=NCC.CN1CCOCC1.NO, predict the reaction product. The product is: [CH2:1]([O:5][C:6]1[CH:11]=[CH:10][C:9]([S:12]([C:15]2([C:32]([NH:36][OH:35])=[O:34])[CH2:20][CH2:19][N:18]([C:21]([C:23]3([CH3:31])[CH2:28][O:27][C:26]([CH3:30])([CH3:29])[O:25][CH2:24]3)=[O:22])[CH2:17][CH2:16]2)(=[O:14])=[O:13])=[CH:8][CH:7]=1)[C:2]#[C:3][CH3:4]. (4) Given the reactants [C:1](#[N:11])[C:2]1[CH:10]=[CH:9][C:8]2[O:7][CH2:6][O:5][C:4]=2[CH:3]=1.[CH2:12]([Mg]Br)[CH3:13], predict the reaction product. The product is: [O:7]1[C:8]2[CH:9]=[CH:10][C:2]([C:1]3([NH2:11])[CH2:13][CH2:12]3)=[CH:3][C:4]=2[O:5][CH2:6]1. (5) Given the reactants [Br:1][C:2]1[CH:3]=[CH:4][C:5]2[N:10]=[C:9]([CH3:11])[O:8][C:7](=[O:12])[C:6]=2[CH:13]=1.[S:14]1[CH:18]=[CH:17][CH:16]=[C:15]1[Mg]Br.[Cl-].[NH4+].C(OCC)(=O)C, predict the reaction product. The product is: [Br:1][C:2]1[CH:3]=[CH:4][C:5]([NH:10][C:9](=[O:8])[CH3:11])=[C:6]([C:7]([C:15]2[S:14][CH:18]=[CH:17][CH:16]=2)=[O:12])[CH:13]=1.